This data is from Reaction yield outcomes from USPTO patents with 853,638 reactions. The task is: Predict the reaction yield, written as a fraction of the theoretical maximum amount of product (1.0 means a 100% yield; for example, 0.34 means a 34% yield). (1) The reactants are [Cl:1][C:2]1[CH:3]=[C:4]2[C:9](=[CH:10][C:11]=1[O:12][C:13]1[CH:18]=[CH:17][C:16]([C:19]#[CH:20])=[CH:15][C:14]=1[CH3:21])[O:8][CH:7]([C:22]([F:25])([F:24])[F:23])[C:6]([C:26]([O:28]CC)=[O:27])=[CH:5]2.[OH-].[Li+].C(O)C. The catalyst is O1CCCC1.O. The product is [Cl:1][C:2]1[CH:3]=[C:4]2[C:9](=[CH:10][C:11]=1[O:12][C:13]1[CH:18]=[CH:17][C:16]([C:19]#[CH:20])=[CH:15][C:14]=1[CH3:21])[O:8][CH:7]([C:22]([F:25])([F:23])[F:24])[C:6]([C:26]([OH:28])=[O:27])=[CH:5]2. The yield is 0.288. (2) The reactants are C[O:2][C:3](=[O:22])[C:4]1[C:5](=[C:10]([O:14][CH2:15][C:16]2[CH:21]=[CH:20][CH:19]=[CH:18][CH:17]=2)[CH:11]=[CH:12][CH:13]=1)[C:6]([O:8]C)=[O:7].[OH-].[Na+]. The catalyst is C(O)C. The product is [CH2:15]([O:14][C:10]1[CH:11]=[CH:12][CH:13]=[C:4]([C:3]([OH:22])=[O:2])[C:5]=1[C:6]([OH:8])=[O:7])[C:16]1[CH:21]=[CH:20][CH:19]=[CH:18][CH:17]=1. The yield is 0.740. (3) The reactants are I[C:2]1[C:7]2[O:8][CH2:9][O:10][C:6]=2[C:5]([NH:11][C:12](=[O:14])[CH3:13])=[CH:4][CH:3]=1.[K]. The product is [C:12]([NH:11][C:5]1[C:6]2[O:10][CH2:9][O:8][C:7]=2[C:2]([C:9]([O:8][CH3:7])=[O:10])=[CH:3][CH:4]=1)(=[O:14])[CH3:13]. The yield is 0.647. The catalyst is CO.[Pd]. (4) The reactants are [S:1]1[CH2:6][CH2:5][C:4](=[O:7])[CH2:3][CH2:2]1.[Li+].CC([N-]C(C)C)C.C1C=CC(N([S:23]([C:26]([F:29])([F:28])[F:27])(=[O:25])=[O:24])[S:23]([C:26]([F:29])([F:28])[F:27])(=[O:25])=[O:24])=CC=1.CCOC(C)=O. The catalyst is C1COCC1. The product is [S:1]1[CH2:6][CH:5]=[C:4]([O:7][S:23]([C:26]([F:29])([F:28])[F:27])(=[O:25])=[O:24])[CH2:3][CH2:2]1. The yield is 0.380. (5) The reactants are Cl.[F:2][C:3]1[CH:4]=[C:5]([CH:11]=[CH:12][C:13]=1[NH:14][C:15]1[C:16]2[C:23]([F:24])=[CH:22][N:21]([CH:25]3[CH2:30][CH2:29][NH:28][CH2:27][CH2:26]3)[C:17]=2[N:18]=[CH:19][N:20]=1)[C:6]([N:8]([CH3:10])[CH3:9])=[O:7].C(N(CC)CC)C.Cl[C:39]([O:41][CH:42]([CH3:44])[CH3:43])=[O:40].O. The catalyst is ClCCl. The product is [CH3:9][N:8]([CH3:10])[C:6]([C:5]1[CH:11]=[CH:12][C:13]([NH:14][C:15]2[C:16]3[C:23]([F:24])=[CH:22][N:21]([CH:25]4[CH2:30][CH2:29][N:28]([C:39]([O:41][CH:42]([CH3:44])[CH3:43])=[O:40])[CH2:27][CH2:26]4)[C:17]=3[N:18]=[CH:19][N:20]=2)=[C:3]([F:2])[CH:4]=1)=[O:7]. The yield is 0.730. (6) The product is [NH2:1][C:2]1[C:3]2[C:13](=[O:14])[N:12]([C:15]3[CH:20]=[CH:19][C:18]([C@H:21]4[CH2:22][CH2:23][C@H:24]([CH2:27][C:28]([O-:30])=[O:29])[CH2:25][CH2:26]4)=[CH:17][CH:16]=3)[CH2:11][CH2:10][C:4]=2[N:5]=[C:6]([O:8][CH3:9])[N:7]=1.[K+:34]. The catalyst is C1COCC1. The yield is 0.676. The reactants are [NH2:1][C:2]1[C:3]2[C:13](=[O:14])[N:12]([C:15]3[CH:20]=[CH:19][C:18]([C@H:21]4[CH2:26][CH2:25][C@H:24]([CH2:27][C:28]([OH:30])=[O:29])[CH2:23][CH2:22]4)=[CH:17][CH:16]=3)[CH2:11][CH2:10][C:4]=2[N:5]=[C:6]([O:8][CH3:9])[N:7]=1.CO.[OH-].[K+:34]. (7) The reactants are [N+:1]([O-:4])(O)=[O:2].S(=O)(=O)(O)O.[CH3:10][C:11]1[CH:12]=[N+:13]([O-:18])[CH:14]=[C:15]([CH3:17])[CH:16]=1. The catalyst is O. The product is [CH3:10][C:11]1[CH:12]=[N+:13]([O-:18])[CH:14]=[C:15]([CH3:17])[C:16]=1[N+:1]([O-:4])=[O:2]. The yield is 0.348. (8) The reactants are Cl.Cl.[CH2:3]([O:5][C:6]1[CH:7]=[C:8]2[C:13](=[C:14]3[CH2:18][C:17]([CH3:20])([CH3:19])[O:16][C:15]=13)[C:12]([C:21]1[CH:22]=[C:23]([NH2:27])[CH:24]=[CH:25][CH:26]=1)=[N:11][C:10]([CH3:29])([CH3:28])[CH2:9]2)[CH3:4].C(N(CC)CC)C.[O-:37][C:38]#[N:39].[Na+].FC(F)(F)C(O)=O.C(=O)([O-])O.[Na+]. The catalyst is O1CCCC1. The product is [CH2:3]([O:5][C:6]1[CH:7]=[C:8]2[C:13](=[C:14]3[CH2:18][C:17]([CH3:20])([CH3:19])[O:16][C:15]=13)[C:12]([C:21]1[CH:22]=[C:23]([NH:27][C:38]([NH2:39])=[O:37])[CH:24]=[CH:25][CH:26]=1)=[N:11][C:10]([CH3:28])([CH3:29])[CH2:9]2)[CH3:4]. The yield is 0.630. (9) The reactants are C(N(CC)CC)C.C([SiH](CC)CC)C.[CH3:15][O:16][C:17](=[O:62])[CH:18]([C:38]1[CH:43]=[CH:42][CH:41]=[C:40]([NH:44][C:45]([NH:54][C:55]([O:57][C:58]([CH3:61])([CH3:60])[CH3:59])=[O:56])=[N:46][C:47]([O:49][C:50]([CH3:53])([CH3:52])[CH3:51])=[O:48])[CH:39]=1)[O:19][P:20]([C@@H:23]([NH:27]C(OCC1C=CC=CC=1)=O)[CH:24]([CH3:26])[CH3:25])([OH:22])=[O:21]. The catalyst is C(Cl)Cl.C([O-])(=O)C.[Pd+2].C([O-])(=O)C. The product is [CH3:15][O:16][C:17](=[O:62])[CH:18]([C:38]1[CH:43]=[CH:42][CH:41]=[C:40]([NH:44][C:45]([NH:54][C:55]([O:57][C:58]([CH3:59])([CH3:61])[CH3:60])=[O:56])=[N:46][C:47]([O:49][C:50]([CH3:52])([CH3:53])[CH3:51])=[O:48])[CH:39]=1)[O:19][P:20]([C@@H:23]([NH2:27])[CH:24]([CH3:26])[CH3:25])([OH:22])=[O:21]. The yield is 1.16. (10) The reactants are [NH:1]1[CH2:5][CH2:4][CH2:3][CH2:2]1.[CH:6]([C:8]1[C:16]2[O:15][CH2:14][CH:13]([C:17]3[CH:22]=[CH:21][C:20]([CH:23]([CH3:25])[CH3:24])=[CH:19][CH:18]=3)[C:12]=2[C:11]([CH3:26])=[C:10]([NH:27][C:28](=[O:34])[CH2:29][C:30]([CH3:33])([CH3:32])[CH3:31])[C:9]=1[CH3:35])=O.[BH4-].[Na+].O. The catalyst is CO.CC(C)[O-].CC(C)[O-].CC(C)[O-].CC(C)[O-].[Ti+4]. The product is [CH:23]([C:20]1[CH:21]=[CH:22][C:17]([CH:13]2[C:12]3[C:11]([CH3:26])=[C:10]([NH:27][C:28](=[O:34])[CH2:29][C:30]([CH3:33])([CH3:32])[CH3:31])[C:9]([CH3:35])=[C:8]([CH2:6][N:1]4[CH2:5][CH2:4][CH2:3][CH2:2]4)[C:16]=3[O:15][CH2:14]2)=[CH:18][CH:19]=1)([CH3:24])[CH3:25]. The yield is 0.490.